Predict the product of the given reaction. From a dataset of Forward reaction prediction with 1.9M reactions from USPTO patents (1976-2016). The product is: [Cl:1][C:2]1[CH:3]=[C:4]([C:10]2[N:11]=[C:12]([O:29][CH3:30])[C:13]3[CH:18]=[CH:17][N:16]([C:19]4[CH:28]=[CH:27][C:22]([C:23]([OH:25])=[O:24])=[CH:21][CH:20]=4)[C:14]=3[N:15]=2)[CH:5]=[CH:6][C:7]=1[O:8][CH3:9]. Given the reactants [Cl:1][C:2]1[CH:3]=[C:4]([C:10]2[N:11]=[C:12]([O:29][CH3:30])[C:13]3[CH:18]=[CH:17][N:16]([C:19]4[CH:28]=[CH:27][C:22]([C:23]([O:25]C)=[O:24])=[CH:21][CH:20]=4)[C:14]=3[N:15]=2)[CH:5]=[CH:6][C:7]=1[O:8][CH3:9].[OH-].[Na+].Cl, predict the reaction product.